This data is from Reaction yield outcomes from USPTO patents with 853,638 reactions. The task is: Predict the reaction yield, written as a fraction of the theoretical maximum amount of product (1.0 means a 100% yield; for example, 0.34 means a 34% yield). (1) The reactants are [CH:1]1([N:6]2[CH2:11][CH2:10][CH:9]([OH:12])[CH2:8][CH2:7]2)[CH2:5][CH2:4][CH2:3][CH2:2]1.Cl[C:14]1[CH:23]=[CH:22][C:21]2[CH:20]3[CH2:24][CH2:25][C:26](=[O:27])[N:19]3[CH2:18][CH2:17][C:16]=2[N:15]=1. The catalyst is O1CCOCC1. The product is [CH:1]1([N:6]2[CH2:7][CH2:8][CH:9]([O:12][C:14]3[CH:23]=[CH:22][C:21]4[CH:20]5[CH2:24][CH2:25][C:26](=[O:27])[N:19]5[CH2:18][CH2:17][C:16]=4[N:15]=3)[CH2:10][CH2:11]2)[CH2:5][CH2:4][CH2:3][CH2:2]1. The yield is 0.430. (2) The reactants are N(C(OCC)=O)=NC(OCC)=O.[Cl:13][C:14]1[CH:15]=[C:16]([CH3:35])[C:17]2[NH:18][C:19](=[O:34])[C:20]3[CH:30]=[C:29]([CH2:31][CH2:32][OH:33])[CH:28]=[N:27][C:21]=3[N:22]([CH2:25][CH3:26])[C:23]=2[N:24]=1.O[C:37]1[CH:46]=[CH:45][CH:44]=[C:43]2[C:38]=1[CH:39]=[CH:40][CH:41]=[N:42]2.C1C=CC(P(C2C=CC=CC=2)C2C=CC=CC=2)=CC=1. The catalyst is C1COCC1.CCOC(C)=O. The product is [Cl:13][C:14]1[CH:15]=[C:16]([CH3:35])[C:17]2[NH:18][C:19](=[O:34])[C:20]3[CH:30]=[C:29]([CH2:31][CH2:32][O:33][C:37]4[CH:46]=[CH:45][CH:44]=[C:43]5[C:38]=4[CH:39]=[CH:40][CH:41]=[N:42]5)[CH:28]=[N:27][C:21]=3[N:22]([CH2:25][CH3:26])[C:23]=2[N:24]=1. The yield is 0.220. (3) The reactants are [CH2:1]([O:8][C:9]([NH:11][C@H:12]([CH:16]([CH3:18])[CH3:17])[C:13]([OH:15])=O)=[O:10])[C:2]1[CH:7]=[CH:6][CH:5]=[CH:4][CH:3]=1.[CH3:19][CH2:20][SH:21].C1(N=C=NC2CCCCC2)CCCCC1. The catalyst is C(Cl)Cl.CN(C1C=CN=CC=1)C. The product is [CH2:20]([S:21][C:13](=[O:15])[C@H:12]([NH:11][C:9]([O:8][CH2:1][C:2]1[CH:3]=[CH:4][CH:5]=[CH:6][CH:7]=1)=[O:10])[CH:16]([CH3:18])[CH3:17])[CH3:19]. The yield is 0.880. (4) The reactants are [CH2:1]([N:3]1[C:11]2[C:6](=[CH:7][CH:8]=[C:9]([O:12][CH3:13])[CH:10]=2)[C:5]([C:14]#[N:15])=[C:4]1I)[CH3:2].[F-].[Cs+]. The catalyst is COCCOC.Cl[Pd](Cl)([P](C1C=CC=CC=1)(C1C=CC=CC=1)C1C=CC=CC=1)[P](C1C=CC=CC=1)(C1C=CC=CC=1)C1C=CC=CC=1. The product is [NH2:3][C:11]1[CH:6]=[CH:7][C:8]([C:4]2[N:3]([CH2:1][CH3:2])[C:11]3[C:6]([C:5]=2[C:14]#[N:15])=[CH:7][CH:8]=[C:9]([O:12][CH3:13])[CH:10]=3)=[CH:9][CH:10]=1. The yield is 0.690. (5) The reactants are O[CH2:2][C@H:3]1[CH2:6][CH2:5][N:4]1[C:7]([O:9][C:10]([CH3:13])([CH3:12])[CH3:11])=[O:8].CCN(CC)CC.CS(Cl)(=O)=O.[N-:26]=[N+:27]=[N-:28].[Na+]. The catalyst is C1COCC1.[Cl-].[Na+].O.CCOC(C)=O. The product is [N:26]([CH2:2][C@H:3]1[CH2:6][CH2:5][N:4]1[C:7]([O:9][C:10]([CH3:13])([CH3:12])[CH3:11])=[O:8])=[N+:27]=[N-:28]. The yield is 0.870. (6) The reactants are Br[CH:2]([CH:8]=O)[CH2:3][C:4]([O:6][CH3:7])=[O:5].[NH2:10][C:11]([NH2:13])=[O:12]. The catalyst is CN(C=O)C. The product is [NH2:13][C:11]1[O:12][C:2]([CH2:3][C:4]([O:6][CH3:7])=[O:5])=[CH:8][N:10]=1. The yield is 0.180. (7) The reactants are [CH3:1][C:2]1[CH:6]=[C:5]([CH3:7])[NH:4][N:3]=1.C([O-])([O-])=O.[K+].[K+].Br[CH:15]([CH3:21])[C:16]([O:18][CH2:19][CH3:20])=[O:17].II. The catalyst is C(#N)C. The product is [CH3:1][C:2]1[CH:6]=[C:5]([CH3:7])[N:4]([CH:15]([CH3:21])[C:16]([O:18][CH2:19][CH3:20])=[O:17])[N:3]=1. The yield is 0.710.